Dataset: Full USPTO retrosynthesis dataset with 1.9M reactions from patents (1976-2016). Task: Predict the reactants needed to synthesize the given product. (1) The reactants are: [C:1]([N:4]1[C:13]2[C:8](=[CH:9][C:10](Br)=[CH:11][CH:12]=2)[C@H:7]([NH:15][C:16](=[O:21])[O:17][CH:18]([CH3:20])[CH3:19])[CH2:6][C@@H:5]1[CH3:22])(=[O:3])[CH3:2].[B:23]1([B:23]2[O:27][C:26]([CH3:29])([CH3:28])[C:25]([CH3:31])([CH3:30])[O:24]2)[O:27][C:26]([CH3:29])([CH3:28])[C:25]([CH3:31])([CH3:30])[O:24]1.C([O-])(=O)C.[K+]. Given the product [C:1]([N:4]1[C:13]2[C:8](=[CH:9][C:10]([B:23]3[O:27][C:26]([CH3:29])([CH3:28])[C:25]([CH3:31])([CH3:30])[O:24]3)=[CH:11][CH:12]=2)[C@H:7]([NH:15][C:16](=[O:21])[O:17][CH:18]([CH3:20])[CH3:19])[CH2:6][C@@H:5]1[CH3:22])(=[O:3])[CH3:2], predict the reactants needed to synthesize it. (2) Given the product [Br:19][C:15]1[CH:14]=[C:13]([NH:12][C:6]2[C:5]3[C:10](=[CH:11][C:2]([NH:1][C:20]([CH:21]=[CH:22][C:23]([OH:25])=[O:24])=[O:26])=[CH:3][CH:4]=3)[N:9]=[CH:8][N:7]=2)[CH:18]=[CH:17][CH:16]=1, predict the reactants needed to synthesize it. The reactants are: [NH2:1][C:2]1[CH:11]=[C:10]2[C:5]([C:6]([NH:12][C:13]3[CH:18]=[CH:17][CH:16]=[C:15]([Br:19])[CH:14]=3)=[N:7][CH:8]=[N:9]2)=[CH:4][CH:3]=1.[C:20]1(=[O:26])[O:25][C:23](=[O:24])[CH:22]=[CH:21]1. (3) Given the product [OH:58][CH:46]([CH3:47])[C:36]([N:1]1[CH2:4][CH:3]([N:5]2[CH:9]=[CH:8][N:7]=[C:6]2[C:10]2[S:11][C:12]3[CH2:13][CH2:14][O:15][C:16]4[CH:23]=[C:22]([C:24]5[CH:25]=[N:26][N:27]([CH2:29][C:30]([OH:32])([CH3:33])[CH3:31])[CH:28]=5)[CH:21]=[CH:20][C:17]=4[C:18]=3[N:19]=2)[CH2:2]1)=[O:37], predict the reactants needed to synthesize it. The reactants are: [NH:1]1[CH2:4][CH:3]([N:5]2[CH:9]=[CH:8][N:7]=[C:6]2[C:10]2[S:11][C:12]3[CH2:13][CH2:14][O:15][C:16]4[CH:23]=[C:22]([C:24]5[CH:25]=[N:26][N:27]([CH2:29][C:30]([CH3:33])([OH:32])[CH3:31])[CH:28]=5)[CH:21]=[CH:20][C:17]=4[C:18]=3[N:19]=2)[CH2:2]1.CN(C)[CH:36]=[O:37].C(N([CH2:46][CH3:47])C(C)C)(C)C.F[P-](F)(F)(F)(F)F.C[N+](C)=C(N(C)C)[O:58]N1C2N=CC=CC=2N=N1. (4) The reactants are: [C:1]([N:4]1[C:13]2[C:8](=[CH:9][C:10](Br)=[CH:11][CH:12]=2)[C@H:7]([NH:15][C:16](=[O:25])[O:17][CH2:18][C:19]2[CH:24]=[CH:23][CH:22]=[CH:21][CH:20]=2)[C@@H:6]([CH3:26])[C@@H:5]1[CH:27]1[CH2:29][CH2:28]1)(=[O:3])[CH3:2].[CH2:30]([N:37]1[CH:41]=[C:40](B2OC(C)(C)C(C)(C)O2)[CH:39]=[N:38]1)[C:31]1[CH:36]=[CH:35][CH:34]=[CH:33][CH:32]=1.C(=O)([O-])[O-].[Cs+].[Cs+].O. Given the product [C:1]([N:4]1[C:13]2[C:8](=[CH:9][C:10]([C:40]3[CH:39]=[N:38][N:37]([CH2:30][C:31]4[CH:36]=[CH:35][CH:34]=[CH:33][CH:32]=4)[CH:41]=3)=[CH:11][CH:12]=2)[C@H:7]([NH:15][C:16](=[O:25])[O:17][CH2:18][C:19]2[CH:24]=[CH:23][CH:22]=[CH:21][CH:20]=2)[C@@H:6]([CH3:26])[C@@H:5]1[CH:27]1[CH2:29][CH2:28]1)(=[O:3])[CH3:2], predict the reactants needed to synthesize it. (5) Given the product [CH2:31]([N:3]([CH2:1][CH3:2])[CH2:4][CH2:5][CH2:6][N:7]([CH2:8][C:9]1[CH:10]=[C:11]([C:15]2[CH:20]=[CH:19][N:18]=[C:17]([NH:21][CH2:22][CH2:23][C:24]3[CH:29]=[CH:28][C:27]([OH:30])=[CH:26][CH:25]=3)[N:16]=2)[CH:12]=[CH:13][CH:14]=1)[CH2:33][CH3:34])[CH3:32], predict the reactants needed to synthesize it. The reactants are: [CH2:1]([N:3]([CH2:31][CH3:32])[CH2:4][CH2:5][CH2:6][NH:7][CH2:8][C:9]1[CH:10]=[C:11]([C:15]2[CH:20]=[CH:19][N:18]=[C:17]([NH:21][CH2:22][CH2:23][C:24]3[CH:29]=[CH:28][C:27]([OH:30])=[CH:26][CH:25]=3)[N:16]=2)[CH:12]=[CH:13][CH:14]=1)[CH3:2].[CH:33](=O)[CH3:34]. (6) The reactants are: [F:1][C:2]([F:26])([F:25])[O:3][C:4]1[CH:9]=[CH:8][C:7]([N:10]2[CH:14]=[N:13][C:12]([C:15]3[CH:20]=[CH:19][C:18]([CH2:21][CH2:22][CH2:23][NH2:24])=[CH:17][CH:16]=3)=[N:11]2)=[CH:6][CH:5]=1.[CH:27]([C:30]1[CH:35]=[CH:34][CH:33]=[CH:32][C:31]=1[N:36]=[C:37]=[S:38])([CH3:29])[CH3:28].C(N(CC)CC)C. Given the product [CH:27]([C:30]1[CH:35]=[CH:34][CH:33]=[CH:32][C:31]=1[NH:36][C:37]([NH:24][CH2:23][CH2:22][CH2:21][C:18]1[CH:19]=[CH:20][C:15]([C:12]2[N:13]=[CH:14][N:10]([C:7]3[CH:6]=[CH:5][C:4]([O:3][C:2]([F:1])([F:25])[F:26])=[CH:9][CH:8]=3)[N:11]=2)=[CH:16][CH:17]=1)=[S:38])([CH3:29])[CH3:28], predict the reactants needed to synthesize it. (7) Given the product [CH2:1]([O:3][C:4](=[O:27])[CH:5]([NH2:13])[CH2:6][C:7]1([F:12])[CH2:11][CH2:10][CH2:9][CH2:8]1)[CH3:2], predict the reactants needed to synthesize it. The reactants are: [CH2:1]([O:3][C:4](=[O:27])[CH:5]([N:13]=C(C1C=CC=CC=1)C1C=CC=CC=1)[CH2:6][C:7]1([F:12])[CH2:11][CH2:10][CH2:9][CH2:8]1)[CH3:2].Cl.C(=O)(O)[O-].[Na+].